From a dataset of Catalyst prediction with 721,799 reactions and 888 catalyst types from USPTO. Predict which catalyst facilitates the given reaction. Reactant: S([O-])(O[O-])(=O)=[O:2].[K+].[K+].[CH:9]([O:12][C:13]1[N:18]=[CH:17][C:16](B2OC(C)(C)C(C)(C)O2)=[CH:15][N:14]=1)([CH3:11])[CH3:10]. Product: [CH:9]([O:12][C:13]1[N:18]=[CH:17][C:16]([OH:2])=[CH:15][N:14]=1)([CH3:11])[CH3:10]. The catalyst class is: 883.